From a dataset of Reaction yield outcomes from USPTO patents with 853,638 reactions. Predict the reaction yield, written as a fraction of the theoretical maximum amount of product (1.0 means a 100% yield; for example, 0.34 means a 34% yield). (1) The yield is 0.660. The reactants are Br[CH:2]=[C:3]1[C:9]2[CH:10]=[CH:11][CH:12]=[C:13]([F:14])[C:8]=2[CH2:7][O:6][C:5]2[CH:15]=[C:16]([F:19])[CH:17]=[CH:18][C:4]1=2.[N:20]1([CH2:26][CH2:27][N:28]2[C:32]3[CH:33]=[CH:34][C:35](B4OC(C)(C)C(C)(C)O4)=[CH:36][C:31]=3[NH:30][C:29]2=[O:46])[CH2:25][CH2:24][O:23][CH2:22][CH2:21]1.C([O-])([O-])=O.[Na+].[Na+]. The product is [F:19][C:16]1[CH:17]=[CH:18][C:4]2[C:3](=[CH:2][C:35]3[CH:34]=[CH:33][C:32]4[N:28]([CH2:27][CH2:26][N:20]5[CH2:21][CH2:22][O:23][CH2:24][CH2:25]5)[C:29](=[O:46])[NH:30][C:31]=4[CH:36]=3)[C:9]3[CH:10]=[CH:11][CH:12]=[C:13]([F:14])[C:8]=3[CH2:7][O:6][C:5]=2[CH:15]=1. The catalyst is C1C=CC([P]([Pd]([P](C2C=CC=CC=2)(C2C=CC=CC=2)C2C=CC=CC=2)([P](C2C=CC=CC=2)(C2C=CC=CC=2)C2C=CC=CC=2)[P](C2C=CC=CC=2)(C2C=CC=CC=2)C2C=CC=CC=2)(C2C=CC=CC=2)C2C=CC=CC=2)=CC=1.O1CCOCC1. (2) The reactants are [CH3:1][O:2][C:3]1[CH:4]=[C:5]2[C:9](=[CH:10][CH:11]=1)[NH:8][CH:7]=[CH:6]2.[C:12]1(B(O)O)[CH:17]=[CH:16][CH:15]=[CH:14][CH:13]=1. The catalyst is C(O)(=O)C.CC([O-])=O.CC([O-])=O.[Pd+2].C([O-])(=O)C.[Cu+2].C([O-])(=O)C. The yield is 0.240. The product is [CH3:1][O:2][C:3]1[CH:4]=[C:5]2[C:9](=[CH:10][CH:11]=1)[NH:8][C:7]([C:12]1[CH:17]=[CH:16][CH:15]=[CH:14][CH:13]=1)=[CH:6]2.